Predict the reactants needed to synthesize the given product. From a dataset of Full USPTO retrosynthesis dataset with 1.9M reactions from patents (1976-2016). The reactants are: [OH:1][C:2]([C:9]1[S:10][CH:11]=[C:12]([CH3:14])[N:13]=1)([CH3:8])[C:3](OCC)=[O:4].O.[NH2:16][NH2:17]. Given the product [OH:1][C:2]([C:9]1[S:10][CH:11]=[C:12]([CH3:14])[N:13]=1)([CH3:8])[C:3]([NH:16][NH2:17])=[O:4], predict the reactants needed to synthesize it.